This data is from Full USPTO retrosynthesis dataset with 1.9M reactions from patents (1976-2016). The task is: Predict the reactants needed to synthesize the given product. (1) Given the product [OH:4][CH2:5][CH:6]1[CH:11]([N:12]2[C:13](=[O:22])[C:14]3[C:19](=[CH:18][CH:17]=[CH:16][CH:15]=3)[C:20]2=[O:21])[CH2:10][CH:9]2[CH2:23][CH:7]1[C:8]2([CH3:25])[CH3:24], predict the reactants needed to synthesize it. The reactants are: COC[O:4][CH2:5][CH:6]1[CH:11]([N:12]2[C:20](=[O:21])[C:19]3[C:14](=[CH:15][CH:16]=[CH:17][CH:18]=3)[C:13]2=[O:22])[CH2:10][CH:9]2[CH2:23][CH:7]1[C:8]2([CH3:25])[CH3:24]. (2) Given the product [Br:8][C:9]1[CH:10]=[CH:11][C:12]([Cl:25])=[C:13]([CH2:15][C:17]2[CH:22]=[CH:21][C:20]([CH2:23][Br:24])=[CH:19][CH:18]=2)[CH:14]=1, predict the reactants needed to synthesize it. The reactants are: [SiH](CC)(CC)CC.[Br:8][C:9]1[CH:10]=[CH:11][C:12]([Cl:25])=[C:13]([C:15]([C:17]2[CH:22]=[CH:21][C:20]([CH2:23][Br:24])=[CH:19][CH:18]=2)=O)[CH:14]=1.C(S(O)(=O)=O)(F)(F)F. (3) Given the product [F:1][C:2]1[CH:7]=[CH:6][C:5]([C:8]2[CH:9]=[C:10]3[CH:15]=[CH:14][C:13]([C:16]([F:19])([F:18])[F:17])=[CH:12][N:11]3[N:20]=2)=[CH:4][CH:3]=1, predict the reactants needed to synthesize it. The reactants are: [F:1][C:2]1[CH:7]=[CH:6][C:5]([C:8](=[N:20]O)[CH2:9][C:10]2[CH:15]=[CH:14][C:13]([C:16]([F:19])([F:18])[F:17])=[CH:12][N:11]=2)=[CH:4][CH:3]=1.CS(Cl)(=O)=O.C(N(CC)CC)C. (4) Given the product [C:1]([O:4][CH2:5][CH:6]1[CH:13]=[CH:12][C@H:11]([NH:14][C:15]([O:17][C:18]([CH3:19])([CH3:20])[CH3:21])=[O:16])[CH2:10][O:9]1)(=[O:3])[CH3:2], predict the reactants needed to synthesize it. The reactants are: [C:1]([O:4][CH2:5][CH:6]([O:9][CH2:10][C@@H:11]([NH:14][C:15]([O:17][C:18]([CH3:21])([CH3:20])[CH3:19])=[O:16])[CH:12]=[CH2:13])C=C)(=[O:3])[CH3:2].